From a dataset of Full USPTO retrosynthesis dataset with 1.9M reactions from patents (1976-2016). Predict the reactants needed to synthesize the given product. (1) The reactants are: [Cl:1][C:2]1[C:3]([C:12]2[CH:17]=[C:16]([OH:18])[C:15]([Cl:19])=[CH:14][C:13]=2[F:20])=[N:4][N:5]([CH3:11])[C:6]=1[O:7][CH:8]([F:10])[F:9]. Given the product [Cl:1][C:2]1[C:3]([C:12]2[C:17]3[NH:5][C:6](=[O:7])[CH:2]([CH3:3])[O:18][C:16]=3[C:15]([Cl:19])=[CH:14][C:13]=2[F:20])=[N:4][N:5]([CH3:11])[C:6]=1[O:7][CH:8]([F:9])[F:10], predict the reactants needed to synthesize it. (2) Given the product [Br:1][C:2]1[CH:3]=[C:4]([O:12][CH:13]([CH2:15][CH3:16])[CH3:14])[C:5]([CH3:11])=[C:6]([CH:10]=1)[C:7]([NH:18][CH2:19][C:20]1[C:21](=[O:28])[NH:22][C:23]([CH3:27])=[CH:24][C:25]=1[CH3:26])=[O:9], predict the reactants needed to synthesize it. The reactants are: [Br:1][C:2]1[CH:3]=[C:4]([O:12][CH:13]([CH2:15][CH3:16])[CH3:14])[C:5]([CH3:11])=[C:6]([CH:10]=1)[C:7]([OH:9])=O.Cl.[NH2:18][CH2:19][C:20]1[C:21](=[O:28])[NH:22][C:23]([CH3:27])=[CH:24][C:25]=1[CH3:26].C1C=NC2N(O)N=NC=2C=1.CN1CCOCC1.C(Cl)CCl. (3) The reactants are: [O:1]=[C:2]1[N:6]([CH:7]2[CH2:12][CH2:11][NH:10][CH2:9][CH2:8]2)[C:5]2[CH:13]=[CH:14][CH:15]=[CH:16][C:4]=2[NH:3]1.[CH2:17]([N:24]([CH2:29][C:30]1[CH:35]=[CH:34][CH:33]=[CH:32][CH:31]=1)[CH2:25][CH2:26][CH2:27]Br)[C:18]1[CH:23]=[CH:22][CH:21]=[CH:20][CH:19]=1. Given the product [CH2:29]([N:24]([CH2:17][C:18]1[CH:19]=[CH:20][CH:21]=[CH:22][CH:23]=1)[CH2:25][CH2:26][CH2:27][N:10]1[CH2:9][CH2:8][CH:7]([N:6]2[C:5]3[CH:13]=[CH:14][CH:15]=[CH:16][C:4]=3[NH:3][C:2]2=[O:1])[CH2:12][CH2:11]1)[C:30]1[CH:35]=[CH:34][CH:33]=[CH:32][CH:31]=1, predict the reactants needed to synthesize it.